This data is from Full USPTO retrosynthesis dataset with 1.9M reactions from patents (1976-2016). The task is: Predict the reactants needed to synthesize the given product. (1) Given the product [CH3:15][O:37][C:24](=[O:36])[CH:25]=[CH:53][C:44]1[CH:43]=[CH:42][C:47]([O:48][CH2:6][CH2:5][CH2:4][CH2:3][CH2:2][CH2:1][O:14][C:63]([NH:62][CH2:61][CH2:60][O:59][C:54](=[O:58])[C:55]([CH3:57])=[CH2:56])=[O:64])=[CH:46][CH:45]=1, predict the reactants needed to synthesize it. The reactants are: [C:1]([O-:14])(=O)[CH2:2][CH2:3][CH2:4][CH2:5][CH2:6]CCCCCC.[CH2:15]([Sn+2]CCCC)CCC.[C:24]([O-:37])(=[O:36])[CH2:25]CCCCCCCCCC.C([C:42]1[C:47]([OH:48])=[C:46](C(C)(C)C)[CH:45]=[C:44]([CH3:53])[CH:43]=1)(C)(C)C.[C:54]([O:59][CH2:60][CH2:61][N:62]=[C:63]=[O:64])(=[O:58])[C:55]([CH3:57])=[CH2:56]. (2) Given the product [CH2:1]1[C:5]2([CH2:6][CH2:7][N:8]([C:11]([O:13][C:14]([CH3:17])([CH3:16])[CH3:15])=[O:12])[CH2:9][CH2:10]2)[CH2:4][C@@H:3]([C:18]([O:20][CH2:21][CH3:22])=[O:19])[NH:2]1, predict the reactants needed to synthesize it. The reactants are: [CH2:1]1[C:5]2([CH2:10][CH2:9][N:8]([C:11]([O:13][C:14]([CH3:17])([CH3:16])[CH3:15])=[O:12])[CH2:7][CH2:6]2)[CH2:4][CH:3]([C:18]([O:20][CH2:21][CH3:22])=[O:19])[NH:2]1.[C@]12(CS(O)(=O)=O)C(C)(C)C(CC1)CC2=O. (3) Given the product [F:1][C:2]1[CH:3]=[CH:4][C:5]([NH:8][C:9]2[CH:17]=[CH:16][CH:15]=[CH:14][C:10]=2[C:11]([NH:42][C:43]2[CH:48]=[CH:47][C:46]([OH:49])=[CH:45][CH:44]=2)=[O:13])=[CH:6][CH:7]=1, predict the reactants needed to synthesize it. The reactants are: [F:1][C:2]1[CH:7]=[CH:6][C:5]([NH:8][C:9]2[CH:17]=[CH:16][CH:15]=[CH:14][C:10]=2[C:11]([OH:13])=O)=[CH:4][CH:3]=1.CN(C(ON1N=NC2C=CC=NC1=2)=[N+](C)C)C.F[P-](F)(F)(F)(F)F.[NH2:42][C:43]1[CH:48]=[CH:47][C:46]([OH:49])=[CH:45][CH:44]=1.C(N(C(C)C)C(C)C)C.C(Cl)Cl. (4) Given the product [C:7]1([C@H:6]([O:5][S@:4]([C:24]([CH3:27])([CH3:26])[CH3:25])=[O:13])[C@H:2]([NH:3][S:14]([C:17]2[CH:22]=[CH:21][C:20]([CH3:23])=[CH:19][CH:18]=2)(=[O:16])=[O:15])[CH3:1])[CH:12]=[CH:11][CH:10]=[CH:9][CH:8]=1, predict the reactants needed to synthesize it. The reactants are: [CH3:1][C@@H:2]1[C@H:6]([C:7]2[CH:12]=[CH:11][CH:10]=[CH:9][CH:8]=2)[O:5][S@@:4](=[O:13])[N:3]1[S:14]([C:17]1[CH:22]=[CH:21][C:20]([CH3:23])=[CH:19][CH:18]=1)(=[O:16])=[O:15].[C:24]([Mg]Cl)([CH3:27])([CH3:26])[CH3:25].